Dataset: Forward reaction prediction with 1.9M reactions from USPTO patents (1976-2016). Task: Predict the product of the given reaction. (1) Given the reactants [Br:1][C:2]1[C:3]([C:24]([F:27])([F:26])[F:25])=[CH:4][C:5]([N+:21]([O-])=O)=[C:6]([NH:8][CH:9]2[CH2:14][CH2:13][N:12]([CH:15]3[CH2:20][CH2:19][O:18][CH2:17][CH2:16]3)[CH2:11][CH2:10]2)[CH:7]=1.O.NN, predict the reaction product. The product is: [Br:1][C:2]1[CH:7]=[C:6]([NH:8][CH:9]2[CH2:10][CH2:11][N:12]([CH:15]3[CH2:20][CH2:19][O:18][CH2:17][CH2:16]3)[CH2:13][CH2:14]2)[C:5]([NH2:21])=[CH:4][C:3]=1[C:24]([F:26])([F:25])[F:27]. (2) Given the reactants [CH3:1][O:2][C:3]1[C:11]2[C:6](=[CH:7][C:8]([NH2:12])=[CH:9][CH:10]=2)[N:5]([C:13]2[CH:18]=[CH:17][CH:16]=[CH:15][CH:14]=2)[N:4]=1.[NH:19]1[C:23]2[CH:24]=[CH:25][C:26]([C:28](O)=[O:29])=[CH:27][C:22]=2[N:21]=[CH:20]1, predict the reaction product. The product is: [CH3:1][O:2][C:3]1[C:11]2[C:6](=[CH:7][C:8]([NH:12][C:28]([C:26]3[CH:25]=[CH:24][C:23]4[NH:19][CH:20]=[N:21][C:22]=4[CH:27]=3)=[O:29])=[CH:9][CH:10]=2)[N:5]([C:13]2[CH:14]=[CH:15][CH:16]=[CH:17][CH:18]=2)[N:4]=1.